This data is from Forward reaction prediction with 1.9M reactions from USPTO patents (1976-2016). The task is: Predict the product of the given reaction. (1) Given the reactants [CH2:1]([C:19]([CH2:21][CH2:22][CH2:23][CH2:24][CH2:25][CH2:26][CH2:27][CH2:28]/[CH:29]=[CH:30]\[CH2:31]/[CH:32]=[CH:33]\[CH2:34][CH2:35][CH2:36][CH2:37][CH3:38])=[O:20])[CH2:2][CH2:3][CH2:4][CH2:5][CH2:6][CH2:7][CH2:8]/[CH:9]=[CH:10]\[CH2:11]/[CH:12]=[CH:13]\[CH2:14][CH2:15][CH2:16][CH2:17][CH3:18].[CH2:39](O)[CH:40]([OH:46])[CH2:41][CH2:42][CH2:43][CH2:44][OH:45].C1(C)C=CC(S([O-])(=O)=O)=CC=1.[NH+]1C=CC=CC=1, predict the reaction product. The product is: [CH2:1]([C:19]1([CH2:21][CH2:22][CH2:23][CH2:24][CH2:25][CH2:26][CH2:27][CH2:28]/[CH:29]=[CH:30]\[CH2:31]/[CH:32]=[CH:33]\[CH2:34][CH2:35][CH2:36][CH2:37][CH3:38])[O:46][CH:40]([CH2:41][CH2:42][CH2:43][CH2:44][OH:45])[CH2:39][O:20]1)[CH2:2][CH2:3][CH2:4][CH2:5][CH2:6][CH2:7][CH2:8]/[CH:9]=[CH:10]\[CH2:11]/[CH:12]=[CH:13]\[CH2:14][CH2:15][CH2:16][CH2:17][CH3:18]. (2) Given the reactants [CH3:1][C:2]1[CH:15]=[C:14]2[C:5]([NH:6][C:7]3[CH:8]=[C:9]([C:17]([OH:19])=[O:18])[CH:10]=[CH:11][C:12]=3[C:13]2=[O:16])=[CH:4][CH:3]=1.[CH3:20]O, predict the reaction product. The product is: [CH3:1][C:2]1[CH:15]=[C:14]2[C:5]([NH:6][C:7]3[CH:8]=[C:9]([C:17]([O:19][CH3:20])=[O:18])[CH:10]=[CH:11][C:12]=3[C:13]2=[O:16])=[CH:4][CH:3]=1. (3) The product is: [CH2:1]([O:5][C:6]([C:8]1[N:13]=[CH:12][C:11]2[CH:15]=[C:16]([C:18]3[CH:23]=[CH:22][C:21]([O:24][C:25]4[CH:26]=[CH:27][CH:28]=[CH:29][CH:30]=4)=[CH:20][CH:19]=3)[S:17][C:10]=2[C:9]=1[OH:31])=[O:7])[CH2:2][CH2:3][CH3:4]. Given the reactants [CH2:1]([O:5][C:6]([C:8]1[N:13]=[C:12](Br)[C:11]2[CH:15]=[C:16]([C:18]3[CH:23]=[CH:22][C:21]([O:24][C:25]4[CH:30]=[CH:29][CH:28]=[CH:27][CH:26]=4)=[CH:20][CH:19]=3)[S:17][C:10]=2[C:9]=1[OH:31])=[O:7])[CH2:2][CH2:3][CH3:4].C(OC(C1C(O)=C2C=C(C3C=CC(OC4C=CC=CC=4)=CC=3)SC2=C(Br)N=1)=O)CCC, predict the reaction product. (4) Given the reactants FC(F)(F)C(O)=O.[C:8]([O:11][CH:12]1[CH2:17][CH2:16][N:15](C(OC(C)(C)C)=O)[CH2:14][CH2:13]1)(=[O:10])[CH3:9], predict the reaction product. The product is: [C:8]([O:11][CH:12]1[CH2:17][CH2:16][NH:15][CH2:14][CH2:13]1)(=[O:10])[CH3:9]. (5) Given the reactants [Br:1][C:2]1[C:18]([Cl:19])=[CH:17][C:5]([O:6][C:7]2[C:12]([C:13]([OH:15])=O)=[CH:11][N:10]=[C:9]([CH3:16])[CH:8]=2)=[C:4]([Cl:20])[CH:3]=1.C(N(C(C)C)C(C)C)C.CN(C(ON1N=NC2C=CC=NC1=2)=[N+](C)C)C.F[P-](F)(F)(F)(F)F.[CH:54]1([N:57]2[C:66]3[C:61](=[CH:62][CH:63]=[CH:64][CH:65]=3)[NH:60][CH2:59][CH2:58]2)[CH2:56][CH2:55]1.C(=O)(O)[O-].[Na+], predict the reaction product. The product is: [Br:1][C:2]1[C:18]([Cl:19])=[CH:17][C:5]([O:6][C:7]2[CH:8]=[C:9]([CH3:16])[N:10]=[CH:11][C:12]=2[C:13]([N:60]2[C:61]3[C:66](=[CH:65][CH:64]=[CH:63][CH:62]=3)[N:57]([CH:54]3[CH2:56][CH2:55]3)[CH2:58][CH2:59]2)=[O:15])=[C:4]([Cl:20])[CH:3]=1. (6) Given the reactants [N:1]1([C:7]2[CH:8]=[C:9]([NH:17]C(=O)OC(C)(C)C)[CH:10]=[C:11]([C:13]([F:16])([F:15])[F:14])[CH:12]=2)[CH2:6][CH2:5][O:4][CH2:3][CH2:2]1.Cl, predict the reaction product. The product is: [N:1]1([C:7]2[CH:12]=[C:11]([C:13]([F:15])([F:14])[F:16])[CH:10]=[C:9]([NH2:17])[CH:8]=2)[CH2:6][CH2:5][O:4][CH2:3][CH2:2]1. (7) Given the reactants [Br:1][C:2]1[CH:3]=[CH:4][CH:5]=[C:6]2[C:11]=1[C:10]([C:12]([OH:14])=[O:13])=[CH:9][CH:8]=[CH:7]2.C(=O)([O-])[O-].[K+].[K+].I[CH2:22][CH3:23], predict the reaction product. The product is: [CH2:22]([O:13][C:12]([C:10]1[C:11]2[C:6](=[CH:5][CH:4]=[CH:3][C:2]=2[Br:1])[CH:7]=[CH:8][CH:9]=1)=[O:14])[CH3:23]. (8) Given the reactants Cl[C:2]1[C:7]([F:8])=[C:6]([NH:9]C(=O)OC(C)(C)C)[CH:5]=[CH:4][N:3]=1.[CH3:17][N:18](C=O)C, predict the reaction product. The product is: [NH2:9][C:6]1[CH:5]=[CH:4][N:3]=[C:2]([C:17]#[N:18])[C:7]=1[F:8]. (9) The product is: [OH:8][NH:9][C:10]([C:12]1[N:13]=[CH:14][N:15]2[C:20](=[O:21])[N:19]([CH3:22])[N:18]=[N:17][C:16]=12)=[O:11]. Given the reactants C([O:8][NH:9][C:10]([C:12]1[N:13]=[CH:14][N:15]2[C:20](=[O:21])[N:19]([CH3:22])[N:18]=[N:17][C:16]=12)=[O:11])C1C=CC=CC=1, predict the reaction product. (10) Given the reactants [C:1]([O:5][C:6]([N:8]1[CH2:13][CH2:12][NH:11][C:10]([CH3:15])([CH3:14])[CH2:9]1)=[O:7])([CH3:4])([CH3:3])[CH3:2].Br[CH2:17][C:18]([NH2:20])=[O:19].C(=O)([O-])[O-].[K+].[K+], predict the reaction product. The product is: [C:1]([O:5][C:6]([N:8]1[CH2:13][CH2:12][N:11]([CH2:17][C:18](=[O:19])[NH2:20])[C:10]([CH3:15])([CH3:14])[CH2:9]1)=[O:7])([CH3:4])([CH3:2])[CH3:3].